Dataset: Forward reaction prediction with 1.9M reactions from USPTO patents (1976-2016). Task: Predict the product of the given reaction. (1) Given the reactants [Br:1][C:2]1[CH:11]=[C:10]2[C:5]([CH:6]=[CH:7][CH:8]=[N:9]2)=[CH:4][CH:3]=1.ClC1C=CC=C(C(OO)=[O:20])C=1.O, predict the reaction product. The product is: [Br:1][C:2]1[CH:11]=[C:10]2[C:5]([CH:6]=[CH:7][CH:8]=[N+:9]2[O-:20])=[CH:4][CH:3]=1. (2) The product is: [Cl:25][C:24]1[N:10]2[CH:11]=[C:12]([C:19]3[CH2:23][CH2:22][CH2:21][CH:20]=3)[CH:13]=[C:14]([C:15]([F:17])([F:16])[F:18])[C:9]2=[N:8][C:7]=1[C:5]([OH:6])=[O:4]. Given the reactants [Li+].[OH-].C[O:4][C:5]([C:7]1[N:8]=[C:9]2[C:14]([C:15]([F:18])([F:17])[F:16])=[CH:13][C:12]([C:19]3[CH2:23][CH2:22][CH2:21][CH:20]=3)=[CH:11][N:10]2[C:24]=1[Cl:25])=[O:6].Cl, predict the reaction product. (3) Given the reactants [O:1]=[C:2]1[C:10]2[C:5](=[CH:6][CH:7]=[CH:8][CH:9]=2)[CH:4](P(=O)(OC)OC)[O:3]1.O=[C:18]1[CH2:32][C:20]2([CH2:23][CH:22]([NH:24][C:25](=[O:31])[O:26][C:27]([CH3:30])([CH3:29])[CH3:28])[CH2:21]2)[CH2:19]1.C(=O)([O-])[O-].[Cs+].[Cs+], predict the reaction product. The product is: [C:27]([O:26][C:25](=[O:31])[NH:24][CH:22]1[CH2:23][C:20]2([CH2:32][C:18](=[C:4]3[C:5]4[C:10](=[CH:9][CH:8]=[CH:7][CH:6]=4)[C:2](=[O:1])[O:3]3)[CH2:19]2)[CH2:21]1)([CH3:30])([CH3:28])[CH3:29]. (4) Given the reactants C([O:3][C:4](=[O:32])[C:5]1[CH:10]=[CH:9][CH:8]=[C:7]([N:11]2[C:15]([CH3:16])=[CH:14][CH:13]=[C:12]2[C:17]2[CH:22]=[C:21]([Cl:23])[CH:20]=[CH:19][C:18]=2[O:24][CH2:25][CH:26]2[CH2:31][CH2:30][CH2:29][CH2:28][CH2:27]2)[CH:6]=1)C, predict the reaction product. The product is: [Cl:23][C:21]1[CH:20]=[CH:19][C:18]([O:24][CH2:25][CH:26]2[CH2:31][CH2:30][CH2:29][CH2:28][CH2:27]2)=[C:17]([C:12]2[N:11]([C:7]3[CH:6]=[C:5]([CH:10]=[CH:9][CH:8]=3)[C:4]([OH:32])=[O:3])[C:15]([CH3:16])=[CH:14][CH:13]=2)[CH:22]=1. (5) The product is: [S:1]1[C:5]2[CH:6]=[C:7]([NH:10][C:11]3[CH:26]=[C:25]([NH:27][CH:28]([CH3:30])[CH3:29])[C:14]([C:15]([NH:17][CH:18]4[CH2:23][CH2:22][N:31]5[N:32]=[N:33][N:42]=[C:21]5[CH2:20][CH2:19]4)=[O:16])=[CH:13][N:12]=3)[CH:8]=[CH:9][C:4]=2[N:3]=[CH:2]1. Given the reactants [S:1]1[C:5]2[CH:6]=[C:7]([NH:10][C:11]3[CH:26]=[C:25]([NH:27][CH:28]([CH3:30])[CH3:29])[C:14]([C:15]([NH:17][CH:18]4[CH2:23][CH2:22][C:21](=O)[CH2:20][CH2:19]4)=[O:16])=[CH:13][N:12]=3)[CH:8]=[CH:9][C:4]=2[N:3]=[CH:2]1.[N-:31]=[N+:32]=[N-:33].[Na+].[Si](Cl)(Cl)(Cl)Cl.C(#[N:42])C, predict the reaction product.